From a dataset of Forward reaction prediction with 1.9M reactions from USPTO patents (1976-2016). Predict the product of the given reaction. (1) Given the reactants C(=O)(O)[O-].[Na+].[N:6]#[C:7]Br.[Si:9]([O:16][CH2:17][CH2:18][NH:19][C:20]1[CH:25]=[CH:24][C:23]([NH:26][C:27]([C:29]2[S:33][C:32]([CH3:34])=[N:31][C:30]=2[C:35]([NH:37][C:38]2[CH:43]=[CH:42][C:41]([Cl:44])=[CH:40][N:39]=2)=[O:36])=[O:28])=[CH:22][CH:21]=1)([C:12]([CH3:15])([CH3:14])[CH3:13])([CH3:11])[CH3:10], predict the reaction product. The product is: [Si:9]([O:16][CH2:17][CH2:18][N:19]([C:7]#[N:6])[C:20]1[CH:21]=[CH:22][C:23]([NH:26][C:27]([C:29]2[S:33][C:32]([CH3:34])=[N:31][C:30]=2[C:35]([NH:37][C:38]2[CH:43]=[CH:42][C:41]([Cl:44])=[CH:40][N:39]=2)=[O:36])=[O:28])=[CH:24][CH:25]=1)([C:12]([CH3:15])([CH3:13])[CH3:14])([CH3:10])[CH3:11]. (2) Given the reactants [CH3:1][O:2][C:3](=[O:22])[CH2:4][C:5]1[CH:10]=[CH:9][C:8]([NH:11][C:12]2[C:17]([N+:18]([O-])=O)=[CH:16][CH:15]=[CH:14][N:13]=2)=[CH:7][C:6]=1[CH3:21], predict the reaction product. The product is: [CH3:1][O:2][C:3](=[O:22])[CH2:4][C:5]1[CH:10]=[CH:9][C:8]([NH:11][C:12]2[C:17]([NH2:18])=[CH:16][CH:15]=[CH:14][N:13]=2)=[CH:7][C:6]=1[CH3:21]. (3) Given the reactants C(O[C:6]([N:8]1[CH2:13][CH2:12][N:11]([C:14]2[C:19]([O:20][CH2:21][C:22]3[CH:27]=[CH:26][N:25]=[CH:24][CH:23]=3)=[N:18][CH:17]=[CH:16][N:15]=2)[CH:10]([CH3:28])[CH2:9]1)=[O:7])(C)(C)C.C(O)(C(F)(F)F)=O.C(N(CC)CC)C.[N:43]([C:46]1[CH:51]=[C:50]([C:52]([F:55])([F:54])[F:53])[CH:49]=[C:48]([C:56]([F:59])([F:58])[F:57])[CH:47]=1)=C=O, predict the reaction product. The product is: [F:53][C:52]([F:54])([F:55])[C:50]1[CH:51]=[C:46]([NH:43][C:6]([N:8]2[CH2:13][CH2:12][N:11]([C:14]3[C:19]([O:20][CH2:21][C:22]4[CH:27]=[CH:26][N:25]=[CH:24][CH:23]=4)=[N:18][CH:17]=[CH:16][N:15]=3)[CH:10]([CH3:28])[CH2:9]2)=[O:7])[CH:47]=[C:48]([C:56]([F:57])([F:59])[F:58])[CH:49]=1. (4) Given the reactants [H-].[Na+].[O:3]1[CH2:7][CH2:6][NH:5][C:4]1=[O:8].Br[CH2:10]/[CH:11]=[C:12](/[C:23]1[N:28]=[C:27]([O:29][CH3:30])[C:26]([Cl:31])=[CH:25][CH:24]=1)\[C:13]1[CH:18]=[CH:17][C:16]([C:19]([CH3:22])([CH3:21])[CH3:20])=[CH:15][CH:14]=1.O, predict the reaction product. The product is: [C:19]([C:16]1[CH:15]=[CH:14][C:13](/[C:12](/[C:23]2[CH:24]=[CH:25][C:26]([Cl:31])=[C:27]([O:29][CH3:30])[N:28]=2)=[CH:11]\[CH2:10][N:5]2[CH2:6][CH2:7][O:3][C:4]2=[O:8])=[CH:18][CH:17]=1)([CH3:20])([CH3:21])[CH3:22].